From a dataset of Full USPTO retrosynthesis dataset with 1.9M reactions from patents (1976-2016). Predict the reactants needed to synthesize the given product. Given the product [F:32][C:31]([F:34])([F:33])[C:61]([OH:62])=[O:13].[F:32][C:31]([F:34])([F:33])[C:61]([OH:62])=[O:13].[NH2:11]/[C:10](=[N:12]\[O:13][CH2:14][C:15]1[CH:16]=[CH:17][C:18]([F:21])=[CH:19][CH:20]=1)/[C:7]1[CH:8]=[CH:9][C:4]([CH2:3][NH:2][C:42](=[O:43])[CH2:41][N:40]2[C:35]([C:27]3[CH:28]=[C:29]([C:31]([F:34])([F:32])[F:33])[CH:30]=[C:25]([NH2:24])[CH:26]=3)=[CH:36][N:37]=[C:38]([NH:46][CH:47]([CH3:48])[CH3:49])[C:39]2=[O:45])=[CH:5][CH:6]=1, predict the reactants needed to synthesize it. The reactants are: Cl.[NH2:2][CH2:3][C:4]1[CH:9]=[CH:8][C:7]([C:10](=[N:12][O:13][CH2:14][C:15]2[CH:20]=[CH:19][C:18]([F:21])=[CH:17][CH:16]=2)[NH2:11])=[CH:6][CH:5]=1.Cl.Cl.[NH2:24][C:25]1[CH:26]=[C:27]([C:35]2[N:40]([CH2:41][C:42](O)=[O:43])[C:39](=[O:45])[C:38]([NH:46][CH:47]([CH3:49])[CH3:48])=[N:37][CH:36]=2)[CH:28]=[C:29]([C:31]([F:34])([F:33])[F:32])[CH:30]=1.C(N(C(C)C)CC)(C)C.CN(C)[CH:61]=[O:62].